Predict the reactants needed to synthesize the given product. From a dataset of Full USPTO retrosynthesis dataset with 1.9M reactions from patents (1976-2016). Given the product [C:16]([O:20][C:21]([N:23]([CH2:32][C:33]([O:35][C:36]([CH3:39])([CH3:38])[CH3:37])=[O:34])[C:24]1[CH:29]=[CH:28][CH:27]=[C:26]([CH2:30][NH:13][CH2:12][C:11]2[CH:10]=[CH:9][C:8]([C:4]([CH3:7])([CH3:5])[CH3:6])=[CH:15][CH:14]=2)[N:25]=1)=[O:22])([CH3:19])([CH3:18])[CH3:17], predict the reactants needed to synthesize it. The reactants are: C(Cl)Cl.[C:4]([C:8]1[CH:15]=[CH:14][C:11]([CH2:12][NH2:13])=[CH:10][CH:9]=1)([CH3:7])([CH3:6])[CH3:5].[C:16]([O:20][C:21]([N:23]([CH2:32][C:33]([O:35][C:36]([CH3:39])([CH3:38])[CH3:37])=[O:34])[C:24]1[CH:29]=[CH:28][CH:27]=[C:26]([CH:30]=O)[N:25]=1)=[O:22])([CH3:19])([CH3:18])[CH3:17].C(=O)([O-])O.[Na+].